From a dataset of Forward reaction prediction with 1.9M reactions from USPTO patents (1976-2016). Predict the product of the given reaction. (1) Given the reactants [NH2:1][C:2]([CH3:30])([CH3:29])[CH2:3][NH:4][C:5](=[O:28])[NH:6][C:7]1[CH:26]=[CH:25][C:10]([CH2:11][CH:12]2[CH2:17][CH2:16][N:15](C(OC(C)(C)C)=O)[CH2:14][CH2:13]2)=[CH:9][C:8]=1[F:27].FC(F)(F)C(O)=O, predict the reaction product. The product is: [NH2:1][C:2]([CH3:30])([CH3:29])[CH2:3][NH:4][C:5]([NH:6][C:7]1[CH:26]=[CH:25][C:10]([CH2:11][CH:12]2[CH2:17][CH2:16][NH:15][CH2:14][CH2:13]2)=[CH:9][C:8]=1[F:27])=[O:28]. (2) Given the reactants [CH3:1][O:2][C:3](=[O:15])[C:4]1[CH:13]=[C:12]([OH:14])[CH:11]=[C:6]([C:7]([O:9][CH3:10])=[O:8])[CH:5]=1.C(O)(=O)C, predict the reaction product. The product is: [CH3:10][O:9][C:7]([CH:6]1[CH2:11][CH:12]([OH:14])[CH2:13][CH:4]([C:3]([O:2][CH3:1])=[O:15])[CH2:5]1)=[O:8].